This data is from Full USPTO retrosynthesis dataset with 1.9M reactions from patents (1976-2016). The task is: Predict the reactants needed to synthesize the given product. (1) Given the product [Cl:1][C:2]1[C:7]([Cl:8])=[CH:6][CH:5]=[CH:4][C:3]=1[CH2:9][CH2:10][O:11][CH2:12][CH2:13][N:14]1[CH2:15][CH2:16][C:17](=[O:20])[CH2:18][CH2:19]1, predict the reactants needed to synthesize it. The reactants are: [Cl:1][C:2]1[C:7]([Cl:8])=[CH:6][CH:5]=[CH:4][C:3]=1[CH2:9][CH2:10][O:11][CH2:12][CH2:13][N:14]1[CH2:19][CH2:18][CH:17]([OH:20])[CH2:16][CH2:15]1.C[N+]1([O-])CCOCC1.CCOCC. (2) Given the product [C:18]1([CH:7]([C:1]2[CH:2]=[CH:3][CH:4]=[CH:5][CH:6]=2)[NH:8][C:9]([N:30]2[CH2:31][CH2:32][C:27]([C:25]([OH:26])=[O:24])([C:33]3[CH:38]=[CH:37][CH:36]=[CH:35][CH:34]=3)[CH2:28][CH2:29]2)=[O:11])[CH:19]=[CH:20][CH:21]=[CH:22][CH:23]=1, predict the reactants needed to synthesize it. The reactants are: [C:1]1([CH:7]([C:18]2[CH:23]=[CH:22][CH:21]=[CH:20][CH:19]=2)[N:8](C2C=CC=CC=2)[C:9](=[O:11])[O-])[CH:6]=[CH:5][CH:4]=[CH:3][CH:2]=1.[OH:24][C:25]([C:27]1([C:33]2[CH:38]=[CH:37][CH:36]=[CH:35][CH:34]=2)[CH2:32][CH2:31][NH:30][CH2:29][CH2:28]1)=[O:26].C1CCN2C(=NCCC2)CC1. (3) Given the product [Cl:26][C:27]1[CH:32]=[CH:31][C:30]([O:17][CH2:16][CH:15]([CH3:22])[CH2:14][O:13][C:10]2[CH:11]=[CH:12][C:7]([CH2:6][CH2:5][C:4]([OH:3])=[O:25])=[C:8]([CH2:23][CH3:24])[CH:9]=2)=[C:29]([O:34][C:35]2[CH:36]=[CH:37][CH:38]=[CH:39][CH:40]=2)[CH:28]=1, predict the reactants needed to synthesize it. The reactants are: C([O:3][C:4](=[O:25])[CH2:5][CH2:6][C:7]1[CH:12]=[CH:11][C:10]([O:13][CH2:14][CH:15]([CH3:22])[CH2:16][O:17]S(C)(=O)=O)=[CH:9][C:8]=1[CH2:23][CH3:24])C.[Cl:26][C:27]1[CH:32]=[CH:31][C:30](O)=[C:29]([O:34][C:35]2[CH:40]=[CH:39][CH:38]=[CH:37][CH:36]=2)[CH:28]=1. (4) Given the product [F:1][C:2]1[CH:7]=[CH:6][CH:5]=[CH:4][C:3]=1[S:8]([N:12]1[CH2:17][CH2:16][O:15][CH2:14][CH2:13]1)(=[O:10])=[O:9], predict the reactants needed to synthesize it. The reactants are: [F:1][C:2]1[CH:7]=[CH:6][CH:5]=[CH:4][C:3]=1[S:8](Cl)(=[O:10])=[O:9].[NH:12]1[CH2:17][CH2:16][O:15][CH2:14][CH2:13]1. (5) The reactants are: [F:1][C:2]([F:23])([F:22])[C:3]([C:12]1[CH:17]=[CH:16][C:15]([OH:18])=[C:14]([CH2:19][CH2:20][CH3:21])[CH:13]=1)([O:8][CH2:9][O:10][CH3:11])[C:4]([F:7])([F:6])[F:5].C(=O)([O-])[O-].[K+].[K+].F[C:31]1[CH:32]=[CH:33][C:34]([N+:39]([O-:41])=[O:40])=[C:35]([CH:38]=1)[CH:36]=[O:37].O. Given the product [F:1][C:2]([F:22])([F:23])[C:3]([C:12]1[CH:17]=[CH:16][C:15]([O:18][C:31]2[CH:32]=[CH:33][C:34]([N+:39]([O-:41])=[O:40])=[C:35]([CH:38]=2)[CH:36]=[O:37])=[C:14]([CH2:19][CH2:20][CH3:21])[CH:13]=1)([O:8][CH2:9][O:10][CH3:11])[C:4]([F:6])([F:5])[F:7], predict the reactants needed to synthesize it. (6) Given the product [OH:4][CH2:3][C@H:5]([CH2:11][CH2:12][C:71]1[CH:70]=[CH:79][C:77]2[O:78][CH2:21][O:76][C:75]=2[CH:73]=1)[C:6]([O:8][CH2:9][CH3:10])=[O:7], predict the reactants needed to synthesize it. The reactants are: [Na+].[Cl-].[CH:3]([CH:5]([CH2:11][C:12]1C=CC2OCOC=2C=1)[C:6]([O:8][CH2:9][CH3:10])=[O:7])=[O:4].[CH:21]1C=[N+]([C@@H]2O[C@H](COP(OP(OC[C@H]3O[C@@H](N4C5N=CN=C(N)C=5N=C4)[C@H](OP(O)(O)=O)[C@@H]3O)(O)=O)(O)=O)[C@@H](O)[C@H]2O)C=C(C(N)=O)C=1.O=[CH:70][C@@H:71]([C@H:73]([C@@H:75]([C@@H:77]([CH2:79]O)[OH:78])[OH:76])O)O. (7) Given the product [Br:32][CH2:33][CH2:34][CH2:35][CH2:36][O:23][C:20]1[CH:21]=[CH:22][C:17]([C:14]2[N:13]=[C:12]([C:4]3[CH:5]=[CH:6][C:7]([O:8][CH:9]([CH3:10])[CH3:11])=[C:2]([Cl:1])[CH:3]=3)[O:16][N:15]=2)=[C:18]([CH2:24][CH3:25])[CH:19]=1, predict the reactants needed to synthesize it. The reactants are: [Cl:1][C:2]1[CH:3]=[C:4]([C:12]2[O:16][N:15]=[C:14]([C:17]3[CH:22]=[CH:21][C:20]([OH:23])=[CH:19][C:18]=3[CH2:24][CH3:25])[N:13]=2)[CH:5]=[CH:6][C:7]=1[O:8][CH:9]([CH3:11])[CH3:10].C(=O)([O-])[O-].[K+].[K+].[Br:32][CH2:33][CH2:34][CH2:35][CH2:36]Br. (8) Given the product [Cl:1][C:2]1[C:3]2[CH:10]=[CH:9][N:8]([C@@H:16]3[CH2:17][CH2:12][CH2:13][N:14]([C:18]([O:20][C:21]([CH3:24])([CH3:23])[CH3:22])=[O:19])[CH2:15]3)[C:4]=2[N:5]=[CH:6][N:7]=1, predict the reactants needed to synthesize it. The reactants are: [Cl:1][C:2]1[C:3]2[CH:10]=[CH:9][NH:8][C:4]=2[N:5]=[CH:6][N:7]=1.O[C@H:12]1[CH2:17][CH2:16][CH2:15][N:14]([C:18]([O:20][C:21]([CH3:24])([CH3:23])[CH3:22])=[O:19])[CH2:13]1.C1C=CC(P(C2C=CC=CC=2)C2C=CC=CC=2)=CC=1.CCOC(/N=N/C(OCC)=O)=O.